From a dataset of Full USPTO retrosynthesis dataset with 1.9M reactions from patents (1976-2016). Predict the reactants needed to synthesize the given product. Given the product [CH2:1]([N:4]([CH2:14][CH2:15][CH3:16])[C:5]([C:7]1[CH:12]=[C:11]([CH:10]=[CH:9][N:8]=1)[C:27]([OH:28])=[O:29])=[O:6])[CH2:2][CH3:3], predict the reactants needed to synthesize it. The reactants are: [CH2:1]([N:4]([CH2:14][CH2:15][CH3:16])[C:5]([C:7]1[CH:12]=[C:11](Cl)[CH:10]=[CH:9][N:8]=1)=[O:6])[CH2:2][CH3:3].C(N(CC)CC)C.CN([CH:27]=[O:28])C.[OH2:29].